From a dataset of NCI-60 drug combinations with 297,098 pairs across 59 cell lines. Regression. Given two drug SMILES strings and cell line genomic features, predict the synergy score measuring deviation from expected non-interaction effect. Drug 1: C1CC(C1)(C(=O)O)C(=O)O.[NH2-].[NH2-].[Pt+2]. Drug 2: C1CC(=O)NC(=O)C1N2C(=O)C3=CC=CC=C3C2=O. Synergy scores: CSS=2.65, Synergy_ZIP=-1.38, Synergy_Bliss=0.209, Synergy_Loewe=-2.58, Synergy_HSA=-0.940. Cell line: EKVX.